Task: Regression. Given two drug SMILES strings and cell line genomic features, predict the synergy score measuring deviation from expected non-interaction effect.. Dataset: NCI-60 drug combinations with 297,098 pairs across 59 cell lines (1) Drug 1: CC(CN1CC(=O)NC(=O)C1)N2CC(=O)NC(=O)C2. Drug 2: C(CCl)NC(=O)N(CCCl)N=O. Cell line: CCRF-CEM. Synergy scores: CSS=55.2, Synergy_ZIP=-3.92, Synergy_Bliss=-2.31, Synergy_Loewe=-4.02, Synergy_HSA=-1.53. (2) Drug 1: C1=C(C(=O)NC(=O)N1)N(CCCl)CCCl. Drug 2: C1CN(P(=O)(OC1)NCCCl)CCCl. Cell line: SF-539. Synergy scores: CSS=37.7, Synergy_ZIP=-0.510, Synergy_Bliss=-1.58, Synergy_Loewe=-33.1, Synergy_HSA=-2.24. (3) Drug 1: CN1C(=O)N2C=NC(=C2N=N1)C(=O)N. Drug 2: CNC(=O)C1=NC=CC(=C1)OC2=CC=C(C=C2)NC(=O)NC3=CC(=C(C=C3)Cl)C(F)(F)F. Cell line: MDA-MB-435. Synergy scores: CSS=0.670, Synergy_ZIP=-1.41, Synergy_Bliss=-3.82, Synergy_Loewe=-0.850, Synergy_HSA=-2.97. (4) Drug 1: C1=CC(=C2C(=C1NCCNCCO)C(=O)C3=C(C=CC(=C3C2=O)O)O)NCCNCCO. Synergy scores: CSS=47.8, Synergy_ZIP=-3.24, Synergy_Bliss=-3.89, Synergy_Loewe=-18.8, Synergy_HSA=-2.79. Drug 2: CC(C)(C#N)C1=CC(=CC(=C1)CN2C=NC=N2)C(C)(C)C#N. Cell line: SK-MEL-2.